This data is from Forward reaction prediction with 1.9M reactions from USPTO patents (1976-2016). The task is: Predict the product of the given reaction. (1) Given the reactants [Cl:1][C:2]1[CH:23]=[C:22]([N+:24]([O-])=O)[CH:21]=[CH:20][C:3]=1[O:4][C:5]1[CH:6]=[C:7]([C:11](=[O:19])[CH2:12][C:13]2[CH:18]=[CH:17][CH:16]=[CH:15][CH:14]=2)[CH:8]=[CH:9][CH:10]=1, predict the reaction product. The product is: [NH2:24][C:22]1[CH:21]=[CH:20][C:3]([O:4][C:5]2[CH:6]=[C:7]([C:11](=[O:19])[CH2:12][C:13]3[CH:18]=[CH:17][CH:16]=[CH:15][CH:14]=3)[CH:8]=[CH:9][CH:10]=2)=[C:2]([Cl:1])[CH:23]=1. (2) The product is: [CH:13]([O:12][C:9]1([C:6]2[CH:7]=[CH:8][C:3]([C:1]#[C:2][C:23]3[CH:24]=[CH:25][C:20]([C:19]([O:18][CH2:16][CH3:17])=[O:27])=[CH:21][CH:22]=3)=[CH:4][CH:5]=2)[CH2:10][CH2:11]1)([CH3:15])[CH3:14]. Given the reactants [C:1]([C:3]1[CH:8]=[CH:7][C:6]([C:9]2([O:12][CH:13]([CH3:15])[CH3:14])[CH2:11][CH2:10]2)=[CH:5][CH:4]=1)#[CH:2].[CH2:16]([O:18][C:19](=[O:27])[C:20]1[CH:25]=[CH:24][C:23](I)=[CH:22][CH:21]=1)[CH3:17], predict the reaction product. (3) Given the reactants [F:1][C:2]([F:20])([F:19])[C:3]1[CH:8]=[CH:7][C:6]([C:9]2[CH:13]=[C:12]([CH2:14][CH2:15][CH2:16][CH2:17][OH:18])[O:11][N:10]=2)=[CH:5][CH:4]=1.O[C:22]1[CH:23]=[C:24]([CH2:28][C:29]([O:31]C)=[O:30])[CH:25]=[CH:26][CH:27]=1.C1(P(C2C=CC=CC=2)C2C=CC=CC=2)C=CC=CC=1.N(C(OCC)=O)=NC(OCC)=O, predict the reaction product. The product is: [F:20][C:2]([F:1])([F:19])[C:3]1[CH:4]=[CH:5][C:6]([C:9]2[CH:13]=[C:12]([CH2:14][CH2:15][CH2:16][CH2:17][O:18][C:22]3[CH:23]=[C:24]([CH2:28][C:29]([OH:31])=[O:30])[CH:25]=[CH:26][CH:27]=3)[O:11][N:10]=2)=[CH:7][CH:8]=1. (4) Given the reactants [O-:1][C:2]#[N:3].[K+].[NH2:5][C:6]1[CH:7]=[C:8]([CH2:13][CH2:14][CH2:15][CH2:16][O:17][CH2:18][CH2:19][CH2:20][CH2:21][CH2:22][CH2:23][N:24]2[CH2:28][C@@H:27]([C:29]3[CH:40]=[CH:39][C:32]4[O:33][C:34]([CH3:38])([CH3:37])[O:35][CH2:36][C:31]=4[CH:30]=3)[O:26][C:25]2=[O:41])[CH:9]=[C:10]([CH3:12])[CH:11]=1, predict the reaction product. The product is: [CH3:38][C:34]1([CH3:37])[O:33][C:32]2[CH:39]=[CH:40][C:29]([C@H:27]3[O:26][C:25](=[O:41])[N:24]([CH2:23][CH2:22][CH2:21][CH2:20][CH2:19][CH2:18][O:17][CH2:16][CH2:15][CH2:14][CH2:13][C:8]4[CH:7]=[C:6]([NH:5][C:2]([NH2:3])=[O:1])[CH:11]=[C:10]([CH3:12])[CH:9]=4)[CH2:28]3)=[CH:30][C:31]=2[CH2:36][O:35]1. (5) Given the reactants [NH2:1][C@@H:2]([C:6]1[CH:11]=[CH:10][CH:9]=[C:8]([F:12])[CH:7]=1)[C:3](O)=O.C[O:14][C:15](=O)[C@H:16]([CH2:18][CH:19]([CH3:21])[CH3:20])[NH2:17].C([C@@H]1NC[C@H](CC(C)C)NC1=O)C(C)C, predict the reaction product. The product is: [F:12][C:8]1[CH:7]=[C:6]([C@@H:2]2[NH:1][C:15](=[O:14])[C@H:16]([CH2:18][CH:19]([CH3:21])[CH3:20])[NH:17][CH2:3]2)[CH:11]=[CH:10][CH:9]=1. (6) Given the reactants [CH:1]([C:3]1[CH:18]=[CH:17][C:6]([O:7][C:8]2[CH:16]=[CH:15][C:11]([C:12]([NH2:14])=[O:13])=[CH:10][N:9]=2)=[C:5]([O:19][CH3:20])[CH:4]=1)=O.[CH3:21][C:22]1[CH:30]=[CH:29][CH:28]=[CH:27][C:23]=1[CH2:24][CH2:25][NH2:26], predict the reaction product. The product is: [CH3:20][O:19][C:5]1[CH:4]=[C:3]([CH2:1][NH:26][CH2:25][CH2:24][C:23]2[CH:27]=[CH:28][CH:29]=[CH:30][C:22]=2[CH3:21])[CH:18]=[CH:17][C:6]=1[O:7][C:8]1[CH:16]=[CH:15][C:11]([C:12]([NH2:14])=[O:13])=[CH:10][N:9]=1. (7) Given the reactants [C:1]([O:5][C:6]([N:8]([CH2:41][O:42][CH2:43][CH2:44][Si:45]([CH3:48])([CH3:47])[CH3:46])[C:9]1[S:10][C@:11]2([C:37]([O:39][CH3:40])=[O:38])[C@H:13]([C@:14]([C:17]3[CH:22]=[C:21]([NH:23][C:24]([C:26]4[CH:31]=[N:30][C:29]([O:32][CH2:33][C:34]#[CH:35])=[CH:28][N:27]=4)=[O:25])[CH:20]=[CH:19][C:18]=3[F:36])([CH3:16])[N:15]=1)[CH2:12]2)=[O:7])([CH3:4])([CH3:3])[CH3:2].N[C:50]1C=CC(F)=C([C@]2(C)[C@H]3[C@](C(OC)=O)(C3)SC(N(C(OC(C)(C)C)=O)COCC[Si](C)(C)C)=N2)C=1.C[C@H](OC1N=CC(C(O)=O)=NC=1)C#C, predict the reaction product. The product is: [CH3:50][C@H:33]([O:32][C:29]1[N:30]=[CH:31][C:26]([C:24]([NH:23][C:21]2[CH:20]=[CH:19][C:18]([F:36])=[C:17]([C@:14]3([CH3:16])[C@H:13]4[C@:11]([C:37]([O:39][CH3:40])=[O:38])([CH2:12]4)[S:10][C:9]([N:8]([C:6]([O:5][C:1]([CH3:2])([CH3:4])[CH3:3])=[O:7])[CH2:41][O:42][CH2:43][CH2:44][Si:45]([CH3:47])([CH3:48])[CH3:46])=[N:15]3)[CH:22]=2)=[O:25])=[N:27][CH:28]=1)[C:34]#[CH:35]. (8) Given the reactants [C:1]([O:5][C:6]([N:8]1[CH2:13][CH:12]=[C:11]([C:14]2[CH:18]=[CH:17][O:16][CH:15]=2)[CH2:10][CH2:9]1)=[O:7])([CH3:4])([CH3:3])[CH3:2].B.[O:20]1CCCC1, predict the reaction product. The product is: [C:1]([O:5][C:6]([N:8]1[CH2:9][CH2:10][CH:11]([C:14]2[CH:18]=[CH:17][O:16][CH:15]=2)[CH:12]([OH:20])[CH2:13]1)=[O:7])([CH3:4])([CH3:2])[CH3:3].